Binary Classification. Given a miRNA mature sequence and a target amino acid sequence, predict their likelihood of interaction. From a dataset of Experimentally validated miRNA-target interactions with 360,000+ pairs, plus equal number of negative samples. The miRNA is hsa-miR-877-3p with sequence UCCUCUUCUCCCUCCUCCCAG. The protein sequence of the target gene is MAQESPKNSAAEIPVTSNGEVDDSREHSFNRDLKHSLPSGLGLSETQITSHGFDNTKEGVIEAGAFQGSPAPPLPSVMSPSRVAASRLAQQGSDLIVPAGGQRTQTKSGPVILADEIKNPAMEKLELVRKWSLNTYKCTRQIISEKLGRGSRTVDLELEAQIDILRDNKKKYENILKLAQTLSTQLFQMVHTQRQLGDAFADLSLKSLELHEEFGYNADTQKLLAKNGETLLGAINFFIASVNTLVNKTIEDTLMTVKQYESARIEYDAYRTDLEELNLGPRDANTLPKIEQSQHLFQAH.... Result: 1 (interaction).